Dataset: Reaction yield outcomes from USPTO patents with 853,638 reactions. Task: Predict the reaction yield, written as a fraction of the theoretical maximum amount of product (1.0 means a 100% yield; for example, 0.34 means a 34% yield). (1) The reactants are [F:1][C:2]1[CH:35]=[C:34]([F:36])[CH:33]=[CH:32][C:3]=1[CH2:4][N:5]1[C:13]([C:14]2[CH:15]=[CH:16][C:17]([F:22])=[C:18]([CH:21]=2)[C:19]#[N:20])=[N:12][C:11]2[C:10](=[O:23])[N:9]([CH2:24][CH3:25])[C:8]3=[N:26][C@H:27]([CH:29]([CH3:31])[CH3:30])[CH2:28][N:7]3[C:6]1=2.CO.[NH4+]=[S:40].O. The catalyst is CCOC(C)=O.[Cl-].[Na+].O. The product is [F:1][C:2]1[CH:35]=[C:34]([F:36])[CH:33]=[CH:32][C:3]=1[CH2:4][N:5]1[C:13]([C:14]2[CH:15]=[CH:16][C:17]([F:22])=[C:18]([CH:21]=2)[C:19](=[S:40])[NH2:20])=[N:12][C:11]2[C:10](=[O:23])[N:9]([CH2:24][CH3:25])[C:8]3=[N:26][C@H:27]([CH:29]([CH3:31])[CH3:30])[CH2:28][N:7]3[C:6]1=2. The yield is 0.400. (2) The reactants are [CH3:1][C:2]1[C:6]([CH2:7][N:8]2[CH:12]=[C:11]([N:13]3[C:17](=[O:18])[CH2:16][NH:15][C:14]3=[O:19])[CH:10]=[N:9]2)=[C:5]([CH3:20])[O:4][N:3]=1.BrCC1C=CC=C(CBr)C=1.C(=O)([O-])[O-].[Cs+].[Cs+].Br[CH2:38][C:39]1[CH:40]=[C:41]([CH:63]=[CH:64][CH:65]=1)[CH2:42][N:43]1[CH2:47]C(=O)N(C2C=NN(CC3C(C)=NOC=3C)C=2)[C:44]1=O.CNC.[H-].[Na+]. The catalyst is CN(C=O)C.C1COCC1.C(O)C. The product is [CH3:44][N:43]([CH2:42][C:41]1[CH:40]=[C:39]([CH:65]=[CH:64][CH:63]=1)[CH2:38][N:15]1[CH2:16][C:17](=[O:18])[N:13]([C:11]2[CH:10]=[N:9][N:8]([CH2:7][C:6]3[C:2]([CH3:1])=[N:3][O:4][C:5]=3[CH3:20])[CH:12]=2)[C:14]1=[O:19])[CH3:47]. The yield is 0.130.